From a dataset of Catalyst prediction with 721,799 reactions and 888 catalyst types from USPTO. Predict which catalyst facilitates the given reaction. (1) Reactant: C(OC(=O)[NH:7][CH2:8][C:9]1[CH:14]=[CH:13][N:12]=[C:11]([F:15])[CH:10]=1)(C)(C)C.[ClH:17]. Product: [ClH:17].[ClH:17].[F:15][C:11]1[CH:10]=[C:9]([CH2:8][NH2:7])[CH:14]=[CH:13][N:12]=1. The catalyst class is: 12. (2) Reactant: [C:1]([O:5][C:6]([NH:8][CH2:9][C@H:10]1[CH2:15][CH2:14][C@H:13]([C:16]([NH:18][C@@H:19]([CH2:23][C:24]2[CH:29]=[CH:28][C:27]([C:30]3[CH:35]=[CH:34][C:33]([C:36](=[O:51])[NH:37][CH:38]4[CH2:43][CH2:42][N:41]([C:44]([O:46][C:47]([CH3:50])([CH3:49])[CH3:48])=[O:45])[CH2:40][CH2:39]4)=[CH:32][C:31]=3[CH3:52])=[CH:26][CH:25]=2)[C:20](O)=[O:21])=[O:17])[CH2:12][CH2:11]1)=[O:7])([CH3:4])([CH3:3])[CH3:2].[NH2:53][C:54]1[CH:63]=[CH:62][C:57]2[NH:58][C:59](=[O:61])[NH:60][C:56]=2[CH:55]=1.C(NC(C)C)(C)C.F[P-](F)(F)(F)(F)F.CN(C(ON1C2=NC=CC=C2N=N1)=[N+](C)C)C. Product: [C:1]([O:5][C:6]([NH:8][CH2:9][C@H:10]1[CH2:15][CH2:14][C@H:13]([C:16]([NH:18][C@H:19]([C:20](=[O:21])[NH:53][C:54]2[CH:63]=[CH:62][C:57]3[NH:58][C:59](=[O:61])[NH:60][C:56]=3[CH:55]=2)[CH2:23][C:24]2[CH:29]=[CH:28][C:27]([C:30]3[CH:35]=[CH:34][C:33]([C:36]([NH:37][CH:38]4[CH2:39][CH2:40][N:41]([C:44]([O:46][C:47]([CH3:50])([CH3:49])[CH3:48])=[O:45])[CH2:42][CH2:43]4)=[O:51])=[CH:32][C:31]=3[CH3:52])=[CH:26][CH:25]=2)=[O:17])[CH2:12][CH2:11]1)=[O:7])([CH3:3])([CH3:2])[CH3:4]. The catalyst class is: 35. (3) Reactant: Cl.[C:2]([NH2:8])(=N)[CH2:3][C:4]([NH2:6])=[NH:5].N12CCCN=C1CCCCC2.[O:20]1CCCC1.[F:25][C:26]([F:33])([F:32])[C:27](OCC)=O. Product: [NH2:6][C:4]1[N:5]=[C:27]([C:26]([F:33])([F:32])[F:25])[N:8]=[C:2]([OH:20])[CH:3]=1. The catalyst class is: 6. (4) Reactant: [C:1]([O:5][C:6]([N:8]([CH3:27])[C@H:9]1[CH2:14][CH2:13][CH2:12][C@H:11]([NH:15]C(=O)OCC2C=CC=CC=2)[C@@H:10]1[OH:26])=[O:7])([CH3:4])([CH3:3])[CH3:2].[H][H]. Product: [NH2:15][C@H:11]1[CH2:12][CH2:13][CH2:14][C@H:9]([N:8]([CH3:27])[C:6](=[O:7])[O:5][C:1]([CH3:3])([CH3:4])[CH3:2])[C@H:10]1[OH:26]. The catalyst class is: 19.